Dataset: NCI-60 drug combinations with 297,098 pairs across 59 cell lines. Task: Regression. Given two drug SMILES strings and cell line genomic features, predict the synergy score measuring deviation from expected non-interaction effect. Drug 1: CC(CN1CC(=O)NC(=O)C1)N2CC(=O)NC(=O)C2. Drug 2: CCC(=C(C1=CC=CC=C1)C2=CC=C(C=C2)OCCN(C)C)C3=CC=CC=C3.C(C(=O)O)C(CC(=O)O)(C(=O)O)O. Cell line: HL-60(TB). Synergy scores: CSS=60.3, Synergy_ZIP=-1.37, Synergy_Bliss=-4.51, Synergy_Loewe=-5.64, Synergy_HSA=-4.73.